From a dataset of Experimentally validated miRNA-target interactions with 360,000+ pairs, plus equal number of negative samples. Binary Classification. Given a miRNA mature sequence and a target amino acid sequence, predict their likelihood of interaction. (1) The miRNA is hsa-miR-1976 with sequence CCUCCUGCCCUCCUUGCUGU. The protein sequence of the target gene is MVSLMKLWIPMLMTFFCTVLLSVLGEMRKKRYDRKELLLEECWGKPNVKECTNKCSKAFRCKDKNYTCCWTYCGNICWINVETSGDY. Result: 0 (no interaction). (2) The miRNA is cel-miR-237-5p with sequence UCCCUGAGAAUUCUCGAACAGCU. The protein sequence of the target gene is MVVSELAARLNCAEYKNWVKAGHCLLLLRSCLQGFIDREVLSFHRGLLAAVPGLGPHATCRGGSRCSPRARQFQPQCQVCAEWKHEILRHHINRNGDVHWGNCKPGLWPKDPWEVAKAFMPRGLADKRGPEECDAVALLSLINSCDHFVVDRKKVTEVIKCRNEIMHSSEMKVSSTWLRDFQIKIQNFLNEFKNIPEIVAVYSRIEQLLTSDWAVHIPEEDERDGCEFEIGSYLSVSQIHEIEIELLKEKLQEMYLQAAEEEMLPEEISNQLDVVKGFLGSNTDLRNGLTEDLQKLESLH.... Result: 0 (no interaction). (3) The miRNA is hsa-miR-6783-3p with sequence UUCCUGGGCUUCUCCUCUGUAG. The protein sequence of the target gene is MASASARGNQDKDAHFPPPSKQSLLFCPKSKLHIHRAEISKIMRECQEESFWKRALPFSLVSMLVTQGLVYQGYLAANSRFGSLPKVALAGLLGFGLGKVSYIGVCQSKFHFFEDQLRGAGFGPQHNRHCLLTCEECKIKHGLSEKGDSQPSAS. Result: 1 (interaction). (4) The miRNA is hsa-miR-193a-3p with sequence AACUGGCCUACAAAGUCCCAGU. The protein sequence of the target gene is MAPRGFSCLLLSTSEIDLPVKRRT. Result: 0 (no interaction).